The task is: Predict the product of the given reaction.. This data is from Forward reaction prediction with 1.9M reactions from USPTO patents (1976-2016). Given the reactants [CH3:1][O:2][C:3](=[O:37])[C@@H:4]([NH:14][C:15]([C:17]1[C:18]([CH3:36])=[N:19][C:20]([NH:24][CH2:25][CH2:26][CH2:27][C:28]2[CH:33]=[C:32]([OH:34])[CH:31]=[CH:30][C:29]=2[CH3:35])=[N:21][C:22]=1[CH3:23])=[O:16])[CH2:5][NH:6][C:7](OC(C)(C)C)=[O:8].C(N(CC)CC)C.[S:45]1[CH:49]=[CH:48][CH:47]=[C:46]1C(O)=O.CN(C(ON1N=NC2C=CC=CC1=2)=[N+](C)C)C.F[P-](F)(F)(F)(F)F.C1C=CC2N(O)N=NC=2C=1, predict the reaction product. The product is: [CH3:1][O:2][C:3](=[O:37])[C@@H:4]([NH:14][C:15]([C:17]1[C:22]([CH3:23])=[N:21][C:20]([NH:24][CH2:25][CH2:26][CH2:27][C:28]2[CH:33]=[C:32]([OH:34])[CH:31]=[CH:30][C:29]=2[CH3:35])=[N:19][C:18]=1[CH3:36])=[O:16])[CH2:5][NH:6][C:7]([C:46]1[S:45][CH:49]=[CH:48][CH:47]=1)=[O:8].